From a dataset of Reaction yield outcomes from USPTO patents with 853,638 reactions. Predict the reaction yield, written as a fraction of the theoretical maximum amount of product (1.0 means a 100% yield; for example, 0.34 means a 34% yield). The reactants are [CH3:1][O:2][C:3]1[CH:4]=[C:5]([CH2:20][C:21]#[N:22])[C:6]2[O:10][C:9]([C:11]3[CH:16]=[CH:15][C:14]([O:17][CH3:18])=[CH:13][CH:12]=3)=[CH:8][C:7]=2[CH:19]=1.[OH-].[K+].[CH3:25]I.O. The yield is 0.420. The catalyst is CN(C)C=O. The product is [CH3:1][O:2][C:3]1[CH:4]=[C:5]([CH:20]([CH3:25])[C:21]#[N:22])[C:6]2[O:10][C:9]([C:11]3[CH:12]=[CH:13][C:14]([O:17][CH3:18])=[CH:15][CH:16]=3)=[CH:8][C:7]=2[CH:19]=1.